Dataset: Peptide-MHC class I binding affinity with 185,985 pairs from IEDB/IMGT. Task: Regression. Given a peptide amino acid sequence and an MHC pseudo amino acid sequence, predict their binding affinity value. This is MHC class I binding data. (1) The binding affinity (normalized) is 0.0756. The peptide sequence is KGSRAIWYMV. The MHC is HLA-B57:01 with pseudo-sequence HLA-B57:01. (2) The peptide sequence is ALMPLYACI. The MHC is HLA-A11:01 with pseudo-sequence HLA-A11:01. The binding affinity (normalized) is 0. (3) The peptide sequence is RLDKVEAEV. The MHC is HLA-A68:02 with pseudo-sequence HLA-A68:02. The binding affinity (normalized) is 0.297.